Dataset: Full USPTO retrosynthesis dataset with 1.9M reactions from patents (1976-2016). Task: Predict the reactants needed to synthesize the given product. (1) The reactants are: [H-].[Na+].[CH2:3]([S:5]([NH2:8])(=[O:7])=[O:6])[CH3:4].[CH3:9][C:10]1([CH3:35])[CH2:19][C:18]2[C:13](=[CH:14][CH:15]=[C:16]([C:20](O)=[O:21])[CH:17]=2)[NH:12][CH:11]1[C:23]1[CH:28]=[CH:27][CH:26]=[C:25]([N:29]2[CH2:34][CH2:33][O:32][CH2:31][CH2:30]2)[CH:24]=1.C(N1C=CN=C1)(N1C=CN=C1)=O. Given the product [CH3:9][C:10]1([CH3:35])[CH2:19][C:18]2[C:13](=[CH:14][CH:15]=[C:16]([C:20]([NH:8][S:5]([CH2:3][CH3:4])(=[O:7])=[O:6])=[O:21])[CH:17]=2)[NH:12][CH:11]1[C:23]1[CH:28]=[CH:27][CH:26]=[C:25]([N:29]2[CH2:34][CH2:33][O:32][CH2:31][CH2:30]2)[CH:24]=1, predict the reactants needed to synthesize it. (2) Given the product [BrH:9].[CH3:1][O:2][C:3](=[O:10])[CH2:4][CH2:5][C:6]([CH3:8])=[O:7], predict the reactants needed to synthesize it. The reactants are: [CH3:1][O:2][C:3](=[O:10])[CH2:4][CH:5]([Br:9])[C:6]([CH3:8])=[O:7].COC(=O)CCC(CBr)=O.COC(=O)CC(Br)C(CBr)=O.COC(=O)CCC(C)=O.